Dataset: Forward reaction prediction with 1.9M reactions from USPTO patents (1976-2016). Task: Predict the product of the given reaction. (1) Given the reactants [Cl:1][C:2]1[CH:7]=[CH:6][C:5]([C:8]2([OH:14])[CH2:13][CH2:12][NH:11][CH2:10][CH2:9]2)=[C:4]([CH3:15])[CH:3]=1.N1C(C)=CC=CC=1C.[I-].[K+].Br[CH2:27][CH2:28][CH:29]=[C:30]1[C:36]2=[CH:37][CH:38]=[CH:39][NH:40][C:35]2=[CH:34][O:33][C:32]2[CH:41]=[CH:42][C:43]([C:45]([OH:48])([CH3:47])[CH3:46])=[CH:44][C:31]1=2, predict the reaction product. The product is: [Cl:1][C:2]1[CH:7]=[CH:6][C:5]([C:8]2([OH:14])[CH2:9][CH2:10][N:11]([CH2:27][CH2:28][CH:29]=[C:30]3[C:36]4[CH:37]=[CH:38][CH:39]=[N:40][C:35]=4[CH2:34][O:33][C:32]4[CH:41]=[CH:42][C:43]([C:45]([OH:48])([CH3:47])[CH3:46])=[CH:44][C:31]3=4)[CH2:12][CH2:13]2)=[C:4]([CH3:15])[CH:3]=1. (2) Given the reactants [OH:1][C:2]1[C:11]2[C:6](=[CH:7][CH:8]=[CH:9][CH:10]=2)[N:5]=[CH:4][C:3]=1[C:12]([O:14][CH2:15][CH3:16])=[O:13].[F:17]C1C=CC(N)=CC=1, predict the reaction product. The product is: [F:17][C:9]1[CH:10]=[C:11]2[C:6](=[CH:7][CH:8]=1)[N:5]=[CH:4][C:3]([C:12]([O:14][CH2:15][CH3:16])=[O:13])=[C:2]2[OH:1].